From a dataset of Full USPTO retrosynthesis dataset with 1.9M reactions from patents (1976-2016). Predict the reactants needed to synthesize the given product. The reactants are: [Cl:1][C:2]1[C:7]2=[N:8][CH:9]=[C:10]([O:12][CH2:13][C:14]3[O:15][CH:16]=[CH:17][N:18]=3)[N:11]=[C:6]2[CH:5]=[CH:4][N:3]=1.ClC1[N:21]=C2C=CN=C(Cl)C2=NC=1.CC1OC(CO)=NN=1. Given the product [Cl:1][C:2]1[C:7]2=[N:8][CH:9]=[C:10]([O:12][CH2:13][C:14]3[O:15][C:16]([CH3:17])=[N:21][N:18]=3)[N:11]=[C:6]2[CH:5]=[CH:4][N:3]=1, predict the reactants needed to synthesize it.